Dataset: TCR-epitope binding with 47,182 pairs between 192 epitopes and 23,139 TCRs. Task: Binary Classification. Given a T-cell receptor sequence (or CDR3 region) and an epitope sequence, predict whether binding occurs between them. (1) The epitope is HPVGEADYFEY. The TCR CDR3 sequence is CASSHWDGEPEAFF. Result: 0 (the TCR does not bind to the epitope). (2) The epitope is FPPTSFGPL. The TCR CDR3 sequence is CASSLVWAMTQYF. Result: 1 (the TCR binds to the epitope). (3) The epitope is AVFDRKSDAK. The TCR CDR3 sequence is CASSLLAGTSYEQYF. Result: 1 (the TCR binds to the epitope). (4) The epitope is RLQSLQTYV. The TCR CDR3 sequence is CASSSPGGVTEAFF. Result: 0 (the TCR does not bind to the epitope). (5) The TCR CDR3 sequence is CASSLAGTPYEQYF. Result: 0 (the TCR does not bind to the epitope). The epitope is FSKQLQQSM. (6) The epitope is YLQPRTFLL. The TCR CDR3 sequence is CATQAVNTGELFF. Result: 1 (the TCR binds to the epitope). (7) The epitope is SQASSRSSSR. The TCR CDR3 sequence is CASRPRGTTDTQYF. Result: 0 (the TCR does not bind to the epitope). (8) The epitope is NLVPMVATV. The TCR CDR3 sequence is CATSDLWFRNNEQFF. Result: 1 (the TCR binds to the epitope). (9) The epitope is ALSKGVHFV. The TCR CDR3 sequence is CASSLVTGEDVTGELFF. Result: 1 (the TCR binds to the epitope). (10) The epitope is NLWNTFTRL. The TCR CDR3 sequence is CASSSRIGTGGDNEQFF. Result: 0 (the TCR does not bind to the epitope).